Dataset: Full USPTO retrosynthesis dataset with 1.9M reactions from patents (1976-2016). Task: Predict the reactants needed to synthesize the given product. (1) Given the product [O:1]1[CH2:6][CH2:5][CH:4]([C:7]2[CH:8]=[C:9]3[C:14](=[C:15]([O:17][CH2:18][O:19][CH2:20][CH2:21][Si:22]([CH3:25])([CH3:24])[CH3:23])[CH:16]=2)[NH:13][CH2:12][N:11]([CH2:26][O:27][CH2:28][CH2:29][Si:30]([CH3:33])([CH3:32])[CH3:31])[C:10]3=[O:34])[CH2:3][CH2:2]1, predict the reactants needed to synthesize it. The reactants are: [O:1]1[CH2:6][CH:5]=[C:4]([C:7]2[CH:8]=[C:9]3[C:14](=[C:15]([O:17][CH2:18][O:19][CH2:20][CH2:21][Si:22]([CH3:25])([CH3:24])[CH3:23])[CH:16]=2)[N:13]=[CH:12][N:11]([CH2:26][O:27][CH2:28][CH2:29][Si:30]([CH3:33])([CH3:32])[CH3:31])[C:10]3=[O:34])[CH2:3][CH2:2]1. (2) Given the product [F:46][C:45]([F:48])([F:47])[S:42]([O:27][C:5]1[CH:6]=[CH:7][C:8]([C:9]2[N:10]=[N:11][C:12]([N:15]([CH3:26])[CH:16]3[CH2:21][C:20]([CH3:23])([CH3:22])[NH:19][C:18]([CH3:25])([CH3:24])[CH2:17]3)=[CH:13][CH:14]=2)=[C:3]([O:2][CH3:1])[CH:4]=1)(=[O:44])=[O:43], predict the reactants needed to synthesize it. The reactants are: [CH3:1][O:2][C:3]1[CH:4]=[C:5]([OH:27])[CH:6]=[CH:7][C:8]=1[C:9]1[N:10]=[N:11][C:12]([N:15]([CH3:26])[CH:16]2[CH2:21][C:20]([CH3:23])([CH3:22])[NH:19][C:18]([CH3:25])([CH3:24])[CH2:17]2)=[CH:13][CH:14]=1.C(N(CC)CC)C.C1C=CC(N([S:42]([C:45]([F:48])([F:47])[F:46])(=[O:44])=[O:43])[S:42]([C:45]([F:48])([F:47])[F:46])(=[O:44])=[O:43])=CC=1.Cl.